Task: Predict the product of the given reaction.. Dataset: Forward reaction prediction with 1.9M reactions from USPTO patents (1976-2016) (1) Given the reactants [O:1]1[C:7]2[CH:8]=[CH:9][C:10]([C:12]([O:14][CH3:15])=[O:13])=[CH:11][C:6]=2[CH2:5][NH:4][CH2:3][CH2:2]1.CCN(C(C)C)C(C)C.[CH2:25]([C:27]1[C:35]([F:36])=[C:34]([S:37]([CH3:40])(=[O:39])=[O:38])[CH:33]=[CH:32][C:28]=1[C:29](O)=[O:30])[CH3:26].CN(C(ON1N=NC2C=CC=NC1=2)=[N+](C)C)C.F[P-](F)(F)(F)(F)F, predict the reaction product. The product is: [CH2:25]([C:27]1[C:35]([F:36])=[C:34]([S:37]([CH3:40])(=[O:39])=[O:38])[CH:33]=[CH:32][C:28]=1[C:29]([N:4]1[CH2:5][C:6]2[CH:11]=[C:10]([C:12]([O:14][CH3:15])=[O:13])[CH:9]=[CH:8][C:7]=2[O:1][CH2:2][CH2:3]1)=[O:30])[CH3:26]. (2) Given the reactants [F:1][C:2]1[CH:16]=[CH:15][C:5]([CH2:6][P:7](=[O:14])([O:11][CH2:12][CH3:13])[O:8][CH2:9][CH3:10])=[CH:4][CH:3]=1.[CH3:17][Mg]Cl.S(OC)(OC)(=O)=O, predict the reaction product. The product is: [CH2:12]([O:11][P:7]([CH:6]([C:5]1[CH:15]=[CH:16][C:2]([F:1])=[CH:3][CH:4]=1)[CH3:17])(=[O:14])[O:8][CH2:9][CH3:10])[CH3:13].